This data is from Full USPTO retrosynthesis dataset with 1.9M reactions from patents (1976-2016). The task is: Predict the reactants needed to synthesize the given product. (1) Given the product [C:35]([O:34][C:32]([N:11]1[CH2:12][CH:13]([NH:15][C:16]2[N:21]=[C:20]([C:22]3[C:30]4[C:25](=[CH:26][CH:27]=[CH:28][CH:29]=4)[NH:24][CH:23]=3)[C:19]([Cl:31])=[CH:18][N:17]=2)[CH2:14][CH:9]([C:7](=[O:8])[NH:39][C:40]2[CH:41]=[CH:42][C:43]([NH:46][C:47](=[O:50])[CH:48]=[CH2:49])=[CH:44][CH:45]=2)[CH2:10]1)=[O:33])([CH3:37])([CH3:36])[CH3:38], predict the reactants needed to synthesize it. The reactants are: C(O[C:7]([CH:9]1[CH2:14][CH:13]([NH:15][C:16]2[N:21]=[C:20]([C:22]3[C:30]4[C:25](=[CH:26][CH:27]=[CH:28][CH:29]=4)[NH:24][CH:23]=3)[C:19]([Cl:31])=[CH:18][N:17]=2)[CH2:12][N:11]([C:32]([O:34][C:35]([CH3:38])([CH3:37])[CH3:36])=[O:33])[CH2:10]1)=[O:8])(=O)C(C)C.[NH2:39][C:40]1[CH:45]=[CH:44][C:43]([NH:46][C:47](=[O:50])[CH:48]=[CH2:49])=[CH:42][CH:41]=1. (2) Given the product [Cl:8][C:6]1[N:7]=[C:2]([N:22]2[C:23]3[C:19](=[CH:18][C:17]([Cl:16])=[CH:25][C:24]=3[Cl:26])[CH2:20][CH2:21]2)[C:3](=[O:15])[N:4]([C@H:9]([CH:12]2[CH2:14][CH2:13]2)[CH2:10][CH3:11])[CH:5]=1, predict the reactants needed to synthesize it. The reactants are: Cl[C:2]1[C:3](=[O:15])[N:4]([C@H:9]([CH:12]2[CH2:14][CH2:13]2)[CH2:10][CH3:11])[CH:5]=[C:6]([Cl:8])[N:7]=1.[Cl:16][C:17]1[CH:18]=[C:19]2[C:23](=[C:24]([Cl:26])[CH:25]=1)[NH:22][CH2:21][CH2:20]2. (3) Given the product [OH:8][C@@H:9]1[CH2:20][CH:19]=[CH:18][CH2:17][C@@H:16]([CH3:21])[C:15](=[O:22])[O:14][CH2:13][C@@H:12]([C:23]2[CH:28]=[CH:27][CH:26]=[CH:25][CH:24]=2)[NH:11][C:10]1=[O:29], predict the reactants needed to synthesize it. The reactants are: [Si]([O:8][C@@H:9]1[CH2:20][CH:19]=[CH:18][CH2:17][C@@H:16]([CH3:21])[C:15](=[O:22])[O:14][CH2:13][C@@H:12]([C:23]2[CH:28]=[CH:27][CH:26]=[CH:25][CH:24]=2)[NH:11][C:10]1=[O:29])(C(C)(C)C)(C)C.C1COCC1.CCCC[N+](CCCC)(CCCC)CCCC.[F-]. (4) Given the product [Cl:19][C:20]1[C:25]([Cl:26])=[CH:24][CH:23]=[CH:22][C:21]=1[N:27]1[CH2:32][CH2:31][N:30]([CH2:15][CH2:14][CH2:13][CH2:12][O:11][C:8]2[N:9]=[CH:10][C:5]3[CH:4]=[CH:3][C:2](=[O:1])[NH:17][C:6]=3[N:7]=2)[CH2:29][CH2:28]1, predict the reactants needed to synthesize it. The reactants are: [O:1]=[C:2]1[NH:17][C:6]2[N:7]=[C:8]([O:11][CH2:12][CH2:13][CH2:14][CH:15]=O)[N:9]=[CH:10][C:5]=2[CH:4]=[CH:3]1.Cl.[Cl:19][C:20]1[C:25]([Cl:26])=[CH:24][CH:23]=[CH:22][C:21]=1[N:27]1[CH2:32][CH2:31][NH:30][CH2:29][CH2:28]1.CCN(CC)CC.[BH-](OC(C)=O)(OC(C)=O)OC(C)=O.[Na+]. (5) The reactants are: [CH3:1][S:2][C:3]1[S:7][C:6]2=[N:8][C:9]([C:11]3[O:12][C:13]4[CH:19]=[CH:18][CH:17]=[C:16]([N+:20]([O-])=O)[C:14]=4[N:15]=3)=[CH:10][N:5]2[N:4]=1. Given the product [CH3:1][S:2][C:3]1[S:7][C:6]2=[N:8][C:9]([C:11]3[O:12][C:13]4[C:14](=[C:16]([NH2:20])[CH:17]=[CH:18][CH:19]=4)[N:15]=3)=[CH:10][N:5]2[N:4]=1, predict the reactants needed to synthesize it. (6) Given the product [C:7]([O:8][CH2:7][CH2:6][CH2:5][CH3:4])(=[O:8])[CH:6]=[CH2:5], predict the reactants needed to synthesize it. The reactants are: N.C(NN)(=O)C[CH2:4][CH2:5][CH2:6][C:7](NN)=[O:8]. (7) Given the product [F:1][C:2]1[CH:24]=[CH:23][CH:22]=[CH:21][C:3]=1[O:4][C:5]1[C:18](=[O:19])[N:17]([CH3:20])[C:8]2[N:9]=[C:10]([NH:25][CH:26]3[CH2:27][CH2:28][N:29]([C:32]([O:34][CH2:35][CH3:36])=[O:33])[CH2:30][CH2:31]3)[N:11]=[CH:12][C:7]=2[CH:6]=1, predict the reactants needed to synthesize it. The reactants are: [F:1][C:2]1[CH:24]=[CH:23][CH:22]=[CH:21][C:3]=1[O:4][C:5]1[C:18](=[O:19])[N:17]([CH3:20])[C:8]2[N:9]=[C:10](S(C)(=O)=O)[N:11]=[CH:12][C:7]=2[CH:6]=1.[NH2:25][CH:26]1[CH2:31][CH2:30][N:29]([C:32]([O:34][CH2:35][CH3:36])=[O:33])[CH2:28][CH2:27]1.O. (8) Given the product [CH2:34]([N:38]1[CH2:43][CH2:42][N:41]([C:1](=[NH:2])[C:3]2[CH:4]=[CH:5][C:6]([NH:9][C:10](=[O:33])[NH:11][C:12]3[CH:13]=[CH:14][C:15]([S:18]([NH:21][CH2:22][C:23]4[CH:28]=[CH:27][C:26]([S:29](=[O:31])(=[O:32])[NH2:30])=[CH:25][CH:24]=4)(=[O:20])=[O:19])=[CH:16][CH:17]=3)=[CH:7][CH:8]=2)[CH2:40][CH2:39]1)[CH2:35][CH2:36][CH3:37], predict the reactants needed to synthesize it. The reactants are: [C:1]([C:3]1[CH:8]=[CH:7][C:6]([NH:9][C:10](=[O:33])[NH:11][C:12]2[CH:17]=[CH:16][C:15]([S:18]([NH:21][CH2:22][C:23]3[CH:28]=[CH:27][C:26]([S:29](=[O:32])(=[O:31])[NH2:30])=[CH:25][CH:24]=3)(=[O:20])=[O:19])=[CH:14][CH:13]=2)=[CH:5][CH:4]=1)#[N:2].[CH2:34]([N:38]1[CH2:43][CH2:42][NH:41][CH2:40][CH2:39]1)[CH2:35][CH2:36][CH3:37]. (9) Given the product [CH2:32]([C:14]1[CH:15]=[C:16]([CH:19]2[CH2:24][CH2:23][N:22]([C:25]([O:27][C:28]([CH3:31])([CH3:30])[CH3:29])=[O:26])[CH2:21][CH2:20]2)[CH:17]=[CH:18][C:13]=1[NH:12][C:4]1[N:3]=[C:2]([C:35]#[C:34][C:36]2[CH:41]=[CH:40][CH:39]=[CH:38][C:37]=2[CH2:42][C:43]([O:45][CH3:46])=[O:44])[C:7]([C:8]([F:11])([F:10])[F:9])=[CH:6][N:5]=1)[CH3:33], predict the reactants needed to synthesize it. The reactants are: Cl[C:2]1[C:7]([C:8]([F:11])([F:10])[F:9])=[CH:6][N:5]=[C:4]([NH:12][C:13]2[CH:18]=[CH:17][C:16]([CH:19]3[CH2:24][CH2:23][N:22]([C:25]([O:27][C:28]([CH3:31])([CH3:30])[CH3:29])=[O:26])[CH2:21][CH2:20]3)=[CH:15][C:14]=2[CH2:32][CH3:33])[N:3]=1.[C:34]([C:36]1[CH:41]=[CH:40][CH:39]=[CH:38][C:37]=1[CH2:42][C:43]([O:45][CH3:46])=[O:44])#[CH:35].C1(P(C2C=CC=CC=2)C2C=CC=CC=2)C=CC=CC=1.C(N(CC)CC)C.